This data is from Forward reaction prediction with 1.9M reactions from USPTO patents (1976-2016). The task is: Predict the product of the given reaction. (1) The product is: [C:15]1([N:14]2[C:10]([CH3:9])=[C:11]([C:21]3[CH2:22][CH2:23][N:24]([C:2]([O:4][CH:5]([CH3:7])[CH3:6])=[O:3])[CH2:25][CH:26]=3)[N:12]=[N:13]2)[CH:16]=[CH:17][CH:18]=[CH:19][CH:20]=1. Given the reactants Cl[C:2]([O:4][CH:5]([CH3:7])[CH3:6])=[O:3].Cl.[CH3:9][C:10]1[N:14]([C:15]2[CH:20]=[CH:19][CH:18]=[CH:17][CH:16]=2)[N:13]=[N:12][C:11]=1[C:21]1[CH2:22][CH2:23][NH:24][CH2:25][CH:26]=1.[Cl-].[NH4+], predict the reaction product. (2) Given the reactants Br[CH2:2][CH2:3][NH:4][C:5](=[O:11])[O:6][C:7]([CH3:10])([CH3:9])[CH3:8].[OH:12][C:13]1[CH:14]=[C:15]([CH:18]=[CH:19][CH:20]=1)[C:16]#[N:17].C(=O)([O-])[O-].[K+].[K+].[I-].[Na+], predict the reaction product. The product is: [C:7]([O:6][C:5]([NH:4][CH2:3][CH2:2][O:12][C:13]1[CH:14]=[C:15]([CH:18]=[CH:19][CH:20]=1)[C:16]#[N:17])=[O:11])([CH3:10])([CH3:9])[CH3:8]. (3) Given the reactants [CH:1]1([C@@:6]([C:17]2[CH:22]=[CH:21][CH:20]=[CH:19][CH:18]=2)([CH3:16])[C:7]([O:9][C@H:10]2[CH2:14][CH2:13][N:12]([CH3:15])[CH2:11]2)=[O:8])[CH2:5][CH2:4][CH2:3][CH2:2]1.[CH3:23][I:24], predict the reaction product. The product is: [I-:24].[CH:1]1([C@@:6]([C:17]2[CH:22]=[CH:21][CH:20]=[CH:19][CH:18]=2)([CH3:16])[C:7]([O:9][C@H:10]2[CH2:14][CH2:13][N+:12]([CH3:23])([CH3:15])[CH2:11]2)=[O:8])[CH2:5][CH2:4][CH2:3][CH2:2]1. (4) The product is: [CH3:33][C:29]1[CH:28]=[C:27]([C:25](=[O:26])[CH2:24][C@H:23]([C:20]2[CH:21]=[CH:22][C:17]([CH:12]3[CH2:13][CH2:14][N:9]([C:7]([O:6][C:2]([CH3:5])([CH3:4])[CH3:3])=[O:8])[CH2:10][CH2:11]3)=[CH:18][CH:19]=2)[C:34]2[CH:39]=[CH:38][CH:37]=[CH:36][C:35]=2[CH3:40])[CH:32]=[CH:31][N:30]=1. Given the reactants [I-].[C:2]([O:6][C:7]([N:9]1[CH2:14][CH2:13][CH:12]([Zn+])[CH2:11][CH2:10]1)=[O:8])([CH3:5])([CH3:4])[CH3:3].Br[C:17]1[CH:22]=[CH:21][C:20]([C@H:23]([C:34]2[CH:39]=[CH:38][CH:37]=[CH:36][C:35]=2[CH3:40])[CH2:24][C:25]([C:27]2[CH:32]=[CH:31][N:30]=[C:29]([CH3:33])[CH:28]=2)=[O:26])=[CH:19][CH:18]=1, predict the reaction product.